This data is from Full USPTO retrosynthesis dataset with 1.9M reactions from patents (1976-2016). The task is: Predict the reactants needed to synthesize the given product. (1) Given the product [Cl:1][C:2]1[CH:3]=[C:4]([CH2:9][S:10]([C:13]2[CH:14]=[C:15]3[C:19](=[CH:20][CH:21]=2)[NH:18][C:17](=[O:22])/[C:16]/3=[CH:23]\[C:24]2[NH:28][C:27]([CH3:29])=[C:26]([C:30]([N:38]3[CH2:39][CH2:40][N:35]([CH3:34])[CH2:36][CH2:37]3)=[O:31])[C:25]=2[CH3:33])(=[O:12])=[O:11])[CH:5]=[C:6]([Cl:8])[CH:7]=1, predict the reactants needed to synthesize it. The reactants are: [Cl:1][C:2]1[CH:3]=[C:4]([CH2:9][S:10]([C:13]2[CH:14]=[C:15]3[C:19](=[CH:20][CH:21]=2)[NH:18][C:17](=[O:22])/[C:16]/3=[CH:23]\[C:24]2[NH:28][C:27]([CH3:29])=[C:26]([C:30](O)=[O:31])[C:25]=2[CH3:33])(=[O:12])=[O:11])[CH:5]=[C:6]([Cl:8])[CH:7]=1.[CH3:34][N:35]1[CH2:40][CH2:39][NH:38][CH2:37][CH2:36]1.C1C=CC2N(O)N=NC=2C=1.CCN=C=NCCCN(C)C.Cl. (2) Given the product [Cl:1][C:2]1[CH:3]=[CH:4][C:5]([C:8]2[S:9][CH:10]=[C:11]([CH2:13][CH2:14][NH:15][C:28](=[O:29])[C:27]3[CH:31]=[C:23]([C:20]4[N:19]=[C:18]([C:17]([F:33])([F:32])[F:16])[O:22][N:21]=4)[CH:24]=[N:25][CH:26]=3)[N:12]=2)=[CH:6][CH:7]=1, predict the reactants needed to synthesize it. The reactants are: [Cl:1][C:2]1[CH:7]=[CH:6][C:5]([C:8]2[S:9][CH:10]=[C:11]([CH2:13][CH2:14][NH2:15])[N:12]=2)=[CH:4][CH:3]=1.[F:16][C:17]([F:33])([F:32])[C:18]1[O:22][N:21]=[C:20]([C:23]2[CH:24]=[N:25][CH:26]=[C:27]([CH:31]=2)[C:28](O)=[O:29])[N:19]=1. (3) Given the product [O:28]1[C:29]2[CH:35]=[CH:34][CH:33]=[CH:32][C:30]=2[CH:31]=[C:27]1[C:25]([NH:24][C:21]1[CH:22]=[CH:23][C:18]([C:15]2[CH:16]=[CH:17][C:12]([S:9]([NH:8][CH2:7][C:6]([OH:36])=[O:5])(=[O:10])=[O:11])=[CH:13][CH:14]=2)=[CH:19][CH:20]=1)=[O:26], predict the reactants needed to synthesize it. The reactants are: C([O:5][C:6](=[O:36])[CH2:7][NH:8][S:9]([C:12]1[CH:17]=[CH:16][C:15]([C:18]2[CH:23]=[CH:22][C:21]([NH:24][C:25]([C:27]3[O:28][C:29]4[CH:35]=[CH:34][CH:33]=[CH:32][C:30]=4[CH:31]=3)=[O:26])=[CH:20][CH:19]=2)=[CH:14][CH:13]=1)(=[O:11])=[O:10])(C)(C)C. (4) Given the product [Cl:14][C:11]1[CH:12]=[CH:13][C:8]([C:6]2[CH:5]=[C:4]([CH3:15])[N:3]=[C:2]([C:21]3[CH:20]=[CH:19][N:18]=[C:17]([Cl:16])[CH:22]=3)[N:7]=2)=[CH:9][CH:10]=1, predict the reactants needed to synthesize it. The reactants are: Cl[C:2]1[N:7]=[C:6]([C:8]2[CH:13]=[CH:12][C:11]([Cl:14])=[CH:10][CH:9]=2)[CH:5]=[C:4]([CH3:15])[N:3]=1.[Cl:16][C:17]1[CH:22]=[C:21](B(O)O)[CH:20]=[CH:19][N:18]=1.